This data is from Cav3 T-type calcium channel HTS with 100,875 compounds. The task is: Binary Classification. Given a drug SMILES string, predict its activity (active/inactive) in a high-throughput screening assay against a specified biological target. (1) The drug is O(CCCNC(=O)c1c(=O)c2c([nH]c1)ccc(c2)C)CC. The result is 0 (inactive). (2) The drug is O(c1c2c(c(=O)n(CC(=O)NCCc3ccccc3)cc2)ccc1)CC(OC)=O. The result is 0 (inactive). (3) The drug is S(c1n(c(nn1)CNC(=O)c1occc1)c1c(OC)cccc1)CC(=O)Nc1ccc(OC)cc1. The result is 0 (inactive). (4) The drug is Clc1ccc(c2[nH]n3c(nc(c(CCC(OCC)=O)c3=O)C)c2)cc1. The result is 0 (inactive). (5) The molecule is O=C(CN1CCN(CC1)C\C=C\c1ccccc1)c1c2c([nH]c1C)cccc2. The result is 0 (inactive). (6) The compound is o1nc(nc1CCC(=O)NC)c1cc(OCC)c(OCC)cc1. The result is 0 (inactive). (7) The compound is S(c1n(N)c(nn1)Cc1c(F)cccc1)Cn1nnc2c(c1=O)cccc2. The result is 0 (inactive).